This data is from Peptide-MHC class I binding affinity with 185,985 pairs from IEDB/IMGT. The task is: Regression. Given a peptide amino acid sequence and an MHC pseudo amino acid sequence, predict their binding affinity value. This is MHC class I binding data. The peptide sequence is WDDPWGEVLAW. The MHC is Mamu-B17 with pseudo-sequence Mamu-B17. The binding affinity (normalized) is 0.00290.